Task: Binary Classification. Given a miRNA mature sequence and a target amino acid sequence, predict their likelihood of interaction.. Dataset: Experimentally validated miRNA-target interactions with 360,000+ pairs, plus equal number of negative samples (1) The miRNA is hsa-miR-29b-3p with sequence UAGCACCAUUUGAAAUCAGUGUU. The protein sequence of the target gene is MPIVDKLKEALKPGRKDSAEDGDLGRLLAASAKKVLLQRIEFEPASKSFSYQLESLKSKYVLLSARAEGASRHRSGDELQARKPGTERVSGSGGDGVPAPQKVLFPVERLSLRWERVFRVGAGLHNLGNTCFLNSTIQCLTYTPPLANYLLSKEHARSCHQGGFCMLCLMQNHMVQAFANSGNAIKPVSFIRDLKKIARHFRFGNQEDAHEFLRYTIDAMQKACLNGYAKLDRQTQATTLVHQIFGGYLRSRVKCSVCKSVSDTYDPYLDIALEIRQAANIVRALELFVKSDVLSGENAY.... Result: 0 (no interaction). (2) The miRNA is hsa-miR-433-5p with sequence UACGGUGAGCCUGUCAUUAUUC. The protein sequence of the target gene is MDAFIRVANQSQGRDRLFRATQHACMLLRYLLESKADKEAVVLKLKRLETSVSTGRKWFRLGNVFHAIQATEQSIQAADLAPRLCLTLANLNRVVYYICDTVLWAKSVGLTSGVNREKWQRWAARHYYYFLLLSLVRDLYEILLQMGQVARDRAKREKSSRDPPKYSVANEETEWLQSFLLLLFQSLKRHPPLLLDTVKNFCDILIPLNQLGIYKSNLGVVGLGGLISSLAGLLTVVYPQLKLKAR. Result: 0 (no interaction).